From a dataset of Full USPTO retrosynthesis dataset with 1.9M reactions from patents (1976-2016). Predict the reactants needed to synthesize the given product. (1) Given the product [Cl:25][C:26]1[N:27]=[CH:28][C:29]([CH2:32][N:3]2[CH:4]=[CH:5][CH:6]=[CH:7][C:2]2=[N:1][C:10](=[O:11])[C:9]([F:14])([F:13])[F:8])=[CH:30][CH:31]=1, predict the reactants needed to synthesize it. The reactants are: [NH2:1][C:2]1[CH:7]=[CH:6][CH:5]=[CH:4][N:3]=1.[F:8][C:9]([F:14])([F:13])[C:10](O)=[O:11].S(Cl)(Cl)=O.C(=O)([O-])[O-].[K+].[K+].[Cl:25][C:26]1[CH:31]=[CH:30][C:29]([CH2:32]Cl)=[CH:28][N:27]=1. (2) Given the product [NH2:22][C:23]1[C:32]([C:10]2[CH:11]=[CH:12][C:7]([C:5]([O:4][CH:1]([CH3:3])[CH3:2])=[O:6])=[CH:8][CH:9]=2)=[N:31][C:30]([Br:34])=[CH:29][C:24]=1[C:25]([O:27][CH3:28])=[O:26], predict the reactants needed to synthesize it. The reactants are: [CH:1]([O:4][C:5]([C:7]1[CH:12]=[CH:11][C:10](B(O)O)=[CH:9][CH:8]=1)=[O:6])([CH3:3])[CH3:2].C(=O)([O-])[O-].[Na+].[Na+].[NH2:22][C:23]1[C:32](Br)=[N:31][C:30]([Br:34])=[CH:29][C:24]=1[C:25]([O:27][CH3:28])=[O:26]. (3) Given the product [CH2:12]1[C:13]2([CH2:16][CH2:15][CH2:14]2)[CH2:17][C:30]1([C:31]([O:33][CH2:34][CH3:35])=[O:32])[C:29]([O:37][CH2:38][CH3:39])=[O:36], predict the reactants needed to synthesize it. The reactants are: CC1C=CC(S(O[CH2:12][C:13]2([CH2:17]OS(C3C=CC(C)=CC=3)(=O)=O)[CH2:16][CH2:15][CH2:14]2)(=O)=O)=CC=1.[C:29]([O:37][CH2:38][CH3:39])(=[O:36])[CH2:30][C:31]([O:33][CH2:34][CH3:35])=[O:32].[Na]. (4) Given the product [CH:13]1([NH:12][C:10]2[N:11]=[C:6]3[CH:5]=[CH:4][N:3]=[C:2]([C:41]([N:85]([CH3:86])[CH3:83])=[O:40])[C:7]3=[N:8][C:9]=2[N:16]2[CH2:21][CH2:20][CH:19]([O:22][C:23]3[CH:28]=[CH:27][C:26]([O:29][CH3:30])=[CH:25][C:24]=3[F:31])[CH2:18][CH2:17]2)[CH2:15][CH2:14]1, predict the reactants needed to synthesize it. The reactants are: Cl[C:2]1[C:7]2=[N:8][C:9]([N:16]3[CH2:21][CH2:20][CH:19]([O:22][C:23]4[CH:28]=[CH:27][C:26]([O:29][CH3:30])=[CH:25][C:24]=4[F:31])[CH2:18][CH2:17]3)=[C:10]([NH:12][CH:13]3[CH2:15][CH2:14]3)[N:11]=[C:6]2[CH:5]=[CH:4][N:3]=1.CC1(C)C2C=CC=C(P(C3C=CC=CC=3)C3C=CC=CC=3)[C:41]=2[O:40]C2C1=CC=CC=2P(C1C=CC=CC=1)C1C=CC=CC=1.C(OC1C=CC=CC=1)=O.[CH2:83]([N:85](CC)[CH2:86]C)C.CNC. (5) Given the product [C:31]([S:33][CH:21]1[CH2:20][N:19]([C:16]2[S:17][CH:18]=[C:14]([C:12](=[O:13])[N:11]([CH2:10][CH2:9][O:8][Si:1]([C:4]([CH3:5])([CH3:7])[CH3:6])([CH3:3])[CH3:2])[CH:28]([CH3:30])[CH3:29])[N:15]=2)[CH2:22]1)(=[O:34])[CH3:32], predict the reactants needed to synthesize it. The reactants are: [Si:1]([O:8][CH2:9][CH2:10][N:11]([CH:28]([CH3:30])[CH3:29])[C:12]([C:14]1[N:15]=[C:16]([N:19]2[CH2:22][CH:21](OS(C)(=O)=O)[CH2:20]2)[S:17][CH:18]=1)=[O:13])([C:4]([CH3:7])([CH3:6])[CH3:5])([CH3:3])[CH3:2].[C:31]([O-:34])(=[S:33])[CH3:32].[K+]. (6) Given the product [Br:1][C:2]1[CH:3]=[C:4]([CH:8]([NH:9][S:10]([C:12]([CH3:15])([CH3:14])[CH3:13])=[O:11])[CH2:16][CH2:17][CH3:18])[CH:5]=[N:6][CH:7]=1, predict the reactants needed to synthesize it. The reactants are: [Br:1][C:2]1[CH:3]=[C:4]([CH:8]=[N:9][S:10]([C:12]([CH3:15])([CH3:14])[CH3:13])=[O:11])[CH:5]=[N:6][CH:7]=1.[CH2:16]([Mg]Cl)[CH2:17][CH3:18]. (7) Given the product [Cl:1][C:2]1[N:3]=[CH:4][C:5]([C:6](=[O:7])[CH2:14][CH:15]([CH3:17])[CH3:16])=[CH:12][CH:13]=1, predict the reactants needed to synthesize it. The reactants are: [Cl:1][C:2]1[CH:13]=[CH:12][C:5]([C:6](N(OC)C)=[O:7])=[CH:4][N:3]=1.[CH2:14]([Mg]Br)[CH:15]([CH3:17])[CH3:16]. (8) Given the product [O:35]1[CH2:36][CH2:37][N:32]([CH:29]2[CH2:5][CH2:6][N:7]([C:10]3[CH:11]=[CH:12][C:13]([B:16]([OH:17])[OH:18])=[CH:14][CH:15]=3)[CH2:8][CH2:9]2)[CH2:33][CH2:34]1, predict the reactants needed to synthesize it. The reactants are: C(N1[CH2:9][CH2:8][N:7]([C:10]2[CH:15]=[CH:14][C:13]([B:16]([OH:18])[OH:17])=[CH:12][CH:11]=2)[CH2:6][CH2:5]1)(C)C.BrC1C=CC(N2CC[CH:29]([N:32]3[CH2:37][CH2:36][O:35][CH2:34][CH2:33]3)CC2)=CC=1.